This data is from Reaction yield outcomes from USPTO patents with 853,638 reactions. The task is: Predict the reaction yield, written as a fraction of the theoretical maximum amount of product (1.0 means a 100% yield; for example, 0.34 means a 34% yield). (1) The reactants are [N:1]1[CH:6]=[CH:5][CH:4]=[CH:3][C:2]=1[NH:7][C:8]([N:10]1[CH2:15][CH2:14][CH:13]([C:16]2[CH:21]=[CH:20][C:19]([O:22]CC3C=CC=CC=3)=[CH:18][C:17]=2[O:30]CC2C=CC=CC=2)[CH2:12][CH2:11]1)=[O:9].CO. The catalyst is C(OCC)(=O)C.[Pd]. The product is [N:1]1[CH:6]=[CH:5][CH:4]=[CH:3][C:2]=1[NH:7][C:8]([N:10]1[CH2:15][CH2:14][CH:13]([C:16]2[CH:21]=[CH:20][C:19]([OH:22])=[CH:18][C:17]=2[OH:30])[CH2:12][CH2:11]1)=[O:9]. The yield is 0.390. (2) The reactants are [CH2:1]([CH:5]([CH2:8][C:9]#N)[C:6]#[N:7])[CH:2]([CH3:4])[CH3:3].[OH-:11].[K+:12].[OH2:13]. No catalyst specified. The product is [C:6]([C@@H:5]([CH2:1][CH:2]([CH3:4])[CH3:3])[CH2:8][C:9]([O-:13])=[O:11])#[N:7].[K+:12]. The yield is 0.313. (3) The reactants are [F:1][C:2]1([F:14])[C:6]([F:8])([F:7])[C:5]2[CH:9]=[CH:10][CH:11]=[C:12]([F:13])[C:4]=2[O:3]1.C([N-]C(C)C)(C)C.[Li+].[Li]CCCC.[I:28]I. The catalyst is O1CCCC1. The product is [F:14][C:2]1([F:1])[C:6]([F:7])([F:8])[C:5]2[CH:9]=[CH:10][C:11]([I:28])=[C:12]([F:13])[C:4]=2[O:3]1. The yield is 0.250. (4) The reactants are [Cl:1]C(OC(Cl)C)=O.C([N:21]1[CH2:24][CH:23]([O:25][CH2:26][CH2:27][O:28][CH3:29])[CH2:22]1)(C1C=CC=CC=1)C1C=CC=CC=1.CO. The catalyst is ClCCCl. The product is [ClH:1].[CH3:29][O:28][CH2:27][CH2:26][O:25][CH:23]1[CH2:24][NH:21][CH2:22]1. The yield is 0.900. (5) The reactants are [NH2:1][C:2]1[CH:3]=[CH:4][C:5]([O:24][CH3:25])=[C:6]([CH:23]=1)[O:7][C:8]1[CH:9]=[CH:10][C:11]2[N:12]([CH:14]=[C:15]([NH:17][C:18]([CH:20]3[CH2:22][CH2:21]3)=[O:19])[N:16]=2)[N:13]=1.[C:26]([C:28]([C:31]1[CH:32]=[C:33]([CH:37]=[CH:38][CH:39]=1)[C:34](O)=[O:35])([CH3:30])[CH3:29])#[N:27].Cl.CN(C)CCCN=C=NCC.ON1C2C=CC=CC=2N=N1. The catalyst is CN(C)C=O. The product is [C:26]([C:28]([C:31]1[CH:32]=[C:33]([CH:37]=[CH:38][CH:39]=1)[C:34]([NH:1][C:2]1[CH:3]=[CH:4][C:5]([O:24][CH3:25])=[C:6]([O:7][C:8]2[CH:9]=[CH:10][C:11]3[N:12]([CH:14]=[C:15]([NH:17][C:18]([CH:20]4[CH2:21][CH2:22]4)=[O:19])[N:16]=3)[N:13]=2)[CH:23]=1)=[O:35])([CH3:30])[CH3:29])#[N:27]. The yield is 0.710. (6) The reactants are [CH3:1][O:2][C:3]1[C:11]2[O:10][CH:9]([CH3:12])[CH2:8][C:7]=2[C:6]([CH3:13])=[C:5]([N:14]2[CH2:19][CH2:18][NH:17][CH2:16][CH2:15]2)[C:4]=1[CH3:20].Br[C:22]1[CH:27]=[CH:26][C:25]([O:28][CH3:29])=[C:24]([F:30])[CH:23]=1. No catalyst specified. The product is [F:30][C:24]1[CH:23]=[C:22]([N:17]2[CH2:18][CH2:19][N:14]([C:5]3[C:4]([CH3:20])=[C:3]([O:2][CH3:1])[C:11]4[O:10][CH:9]([CH3:12])[CH2:8][C:7]=4[C:6]=3[CH3:13])[CH2:15][CH2:16]2)[CH:27]=[CH:26][C:25]=1[O:28][CH3:29]. The yield is 0.390.